Dataset: Reaction yield outcomes from USPTO patents with 853,638 reactions. Task: Predict the reaction yield, written as a fraction of the theoretical maximum amount of product (1.0 means a 100% yield; for example, 0.34 means a 34% yield). (1) The reactants are [CH3:1][CH:2]1[C:7]([CH3:19])([C:8]2[CH:13]=[CH:12][CH:11]=[C:10]([C:14]3[N:15]=[N:16][NH:17][CH:18]=3)[CH:9]=2)[CH2:6][CH2:5][NH:4][CH2:3]1.Cl[CH2:21][CH2:22][CH:23]([C:25]1[CH:30]=[CH:29][CH:28]=[CH:27][CH:26]=1)[OH:24].[I-].[Na+].C(=O)([O-])O.[Na+]. The catalyst is CN(C)C=O. The product is [OH:24][CH:23]([C:25]1[CH:30]=[CH:29][CH:28]=[CH:27][CH:26]=1)[CH2:22][CH2:21][N:4]1[CH2:5][CH2:6][C:7]([CH3:19])([C:8]2[CH:13]=[CH:12][CH:11]=[C:10]([C:14]3[N:15]=[N:16][NH:17][CH:18]=3)[CH:9]=2)[CH:2]([CH3:1])[CH2:3]1. The yield is 0.250. (2) The reactants are [F:1][C:2]([F:10])=[CH:3][CH:4]1[CH2:8][NH:7][C:6](=[O:9])[CH2:5]1.[H-].[Na+].[Br:13][C:14]1[CH:15]=[C:16]2[C:22]([CH2:23]Br)=[N:21][N:20](C(OC(C)(C)C)=O)[C:17]2=[N:18][CH:19]=1. The catalyst is CN(C=O)C.O. The product is [Br:13][C:14]1[CH:15]=[C:16]2[C:22]([CH2:23][N:7]3[CH2:8][CH:4]([CH:3]=[C:2]([F:10])[F:1])[CH2:5][C:6]3=[O:9])=[N:21][NH:20][C:17]2=[N:18][CH:19]=1. The yield is 0.0490. (3) The reactants are [Cl:1][C:2]1[CH:3]=[CH:4][C:5](I)=[C:6]([CH:11]=1)[C:7]([O:9][CH3:10])=[O:8].[O:25]1C=[CH:28][CH:27]=[C:26]1P(C1[O:25][CH:26]=[CH:27][CH:28]=1)[C:26]1[O:25]C=[CH:28][CH:27]=1.[CH2:29]1COCC1. The catalyst is C1C=CC(/C=C/C(/C=C/C2C=CC=CC=2)=O)=CC=1.C1C=CC(/C=C/C(/C=C/C2C=CC=CC=2)=O)=CC=1.[Pd]. The product is [Cl:1][C:2]1[CH:3]=[CH:4][C:5]([CH2:29]/[C:27](/[CH3:28])=[CH:26]/[OH:25])=[C:6]([C:7]([O:9][CH3:10])=[O:8])[CH:11]=1. The yield is 0.470. (4) The yield is 0.730. The catalyst is CC(O)CCC.CN(C=O)C. The reactants are [Cl:1][C:2]1[C:11]2[C:6](=[CH:7][C:8]([O:14][CH2:15][C:16]3[N:17]([CH3:21])[CH:18]=[CH:19][N:20]=3)=[C:9]([O:12][CH3:13])[CH:10]=2)[N:5]=[N:4][CH:3]=1.[F:22][C:23]1[CH:29]=[C:28]([CH3:30])[C:27]([OH:31])=[CH:26][C:24]=1[NH2:25].Cl.C(O)(C)C. The product is [ClH:1].[F:22][C:23]1[CH:29]=[C:28]([CH3:30])[C:27]([OH:31])=[CH:26][C:24]=1[NH:25][C:2]1[C:11]2[C:6](=[CH:7][C:8]([O:14][CH2:15][C:16]3[N:17]([CH3:21])[CH:18]=[CH:19][N:20]=3)=[C:9]([O:12][CH3:13])[CH:10]=2)[N:5]=[N:4][CH:3]=1. (5) The reactants are [CH3:1][O:2][C:3]1[CH:4]=[C:5]2[C:10](=[CH:11][C:12]=1[O:13][CH3:14])[N:9]=[CH:8][CH:7]=[C:6]2[S:15][C:16]1[S:20][C:19]([NH2:21])=[CH:18][CH:17]=1.C1([O:28][C:29](=O)[NH:30][C:31]2[S:32][CH:33]=[CH:34][N:35]=2)C=CC=CC=1.C(OCC)(=O)C.O. The catalyst is CS(C)=O.CO. The product is [CH3:1][O:2][C:3]1[CH:4]=[C:5]2[C:10](=[CH:11][C:12]=1[O:13][CH3:14])[N:9]=[CH:8][CH:7]=[C:6]2[S:15][C:16]1[S:20][C:19]([NH:21][C:29]([NH:30][C:31]2[S:32][CH:33]=[CH:34][N:35]=2)=[O:28])=[CH:18][CH:17]=1. The yield is 0.580.